The task is: Predict which catalyst facilitates the given reaction.. This data is from Catalyst prediction with 721,799 reactions and 888 catalyst types from USPTO. (1) Reactant: [C:1]1([OH:7])[CH:6]=[CH:5][CH:4]=[CH:3][CH:2]=1.C([N:10](CC)CC)C.N#CCl.Cl. Product: [O-:7][C:1]#[N:10].[C:1]1([OH:7])[CH:6]=[CH:5][CH:4]=[CH:3][CH:2]=1. The catalyst class is: 34. (2) Reactant: [Cl:1][C:2]1[CH:7]=[C:6]([N+:8]([O-:10])=[O:9])[CH:5]=[C:4]([Cl:11])[C:3]=1[N:12]1[CH:22]=[C:15]2[CH:16]=[N+:17]([O-])[CH:18]=[C:19]([F:20])[C:14]2=[N:13]1.P(Cl)(Cl)([Cl:25])=O. Product: [Cl:25][C:16]1[C:15]2=[CH:22][N:12]([C:3]3[C:2]([Cl:1])=[CH:7][C:6]([N+:8]([O-:10])=[O:9])=[CH:5][C:4]=3[Cl:11])[N:13]=[C:14]2[C:19]([F:20])=[CH:18][N:17]=1. The catalyst class is: 26. (3) Reactant: [C:1]1([C:10]2[CH:15]=[CH:14][CH:13]=[CH:12][CH:11]=2)[CH:6]=[CH:5][C:4]([C:7](Cl)=[O:8])=[CH:3][CH:2]=1.[CH2:16]([NH2:19])[CH2:17][NH2:18].O. Product: [NH2:18][CH2:17][CH2:16][NH:19][C:7]([C:4]1[CH:5]=[CH:6][C:1]([C:10]2[CH:15]=[CH:14][CH:13]=[CH:12][CH:11]=2)=[CH:2][CH:3]=1)=[O:8]. The catalyst class is: 4. (4) Reactant: COC1C=CC([CH2:7][N:8](C)[C:9]2[CH:18]=[C:17]3[C:12]([CH:13]=[C:14]([C:21]4[CH:26]=[C:25]([NH2:27])[C:24]([F:28])=[CH:23][C:22]=4[F:29])[C:15](=[O:20])[N:16]3[CH3:19])=[CH:11][N:10]=2)=CC=1.C(O)(C(F)(F)F)=O.O. Product: [NH2:27][C:25]1[C:24]([F:28])=[CH:23][C:22]([F:29])=[C:21]([C:14]2[C:15](=[O:20])[N:16]([CH3:19])[C:17]3[C:12]([CH:13]=2)=[CH:11][N:10]=[C:9]([NH:8][CH3:7])[CH:18]=3)[CH:26]=1. The catalyst class is: 2. (5) Reactant: [H-].[Na+].[C:3]([O:11][CH2:12][C:13]1[CH:18]=[CH:17][CH:16]=[CH:15][CH:14]=1)(=[O:10])[CH2:4][C:5]([O:7][CH2:8][CH3:9])=[O:6].[F:19][C:20]1[CH:25]=[C:24](F)[CH:23]=[CH:22][C:21]=1[N+:27]([O-:29])=[O:28]. Product: [F:19][C:20]1[CH:25]=[C:24]([CH:4]([C:3]([O:11][CH2:12][C:13]2[CH:14]=[CH:15][CH:16]=[CH:17][CH:18]=2)=[O:10])[C:5]([O:7][CH2:8][CH3:9])=[O:6])[CH:23]=[CH:22][C:21]=1[N+:27]([O-:29])=[O:28]. The catalyst class is: 3.